This data is from Full USPTO retrosynthesis dataset with 1.9M reactions from patents (1976-2016). The task is: Predict the reactants needed to synthesize the given product. (1) Given the product [CH3:11][S:10][CH2:9][CH2:8][N:3]([CH3:2])[C:4](=[N:12][C:13]1[CH:21]=[C:20]2[C:16]([CH2:17][C@@H:18]([OH:39])[C@@H:19]2[NH:22][C:23]([C:25]2[CH:30]=[CH:29][C:28]([C:31]3[CH:36]=[CH:35][CH:34]=[CH:33][C:32]=3[F:37])=[CH:27][C:26]=2[F:38])=[O:24])=[CH:15][CH:14]=1)[CH3:5], predict the reactants needed to synthesize it. The reactants are: I.[CH3:2][N:3]([CH2:8][CH2:9][S:10][CH3:11])[CH:4](SC)[CH3:5].[NH2:12][C:13]1[CH:21]=[C:20]2[C:16]([CH2:17][C@@H:18]([OH:39])[C@@H:19]2[NH:22][C:23]([C:25]2[CH:30]=[CH:29][C:28]([C:31]3[CH:36]=[CH:35][CH:34]=[CH:33][C:32]=3[F:37])=[CH:27][C:26]=2[F:38])=[O:24])=[CH:15][CH:14]=1. (2) Given the product [F:1][C:2]1[CH:7]=[CH:6][C:5]([CH2:8][C:9]2[CH:18]=[C:17]3[C:12]([C:13]([OH:34])=[C:14]([C:29]([NH:35][CH2:36][CH:37]([OH:39])[CH3:38])=[O:30])[C:15](=[O:28])[N:16]3[CH2:19][CH2:20][N:21]3[CH2:26][CH2:25][CH2:24][CH2:23][C:22]3=[O:27])=[N:11][CH:10]=2)=[CH:4][CH:3]=1, predict the reactants needed to synthesize it. The reactants are: [F:1][C:2]1[CH:7]=[CH:6][C:5]([CH2:8][C:9]2[CH:18]=[C:17]3[C:12]([C:13]([OH:34])=[C:14]([C:29](OCC)=[O:30])[C:15](=[O:28])[N:16]3[CH2:19][CH2:20][N:21]3[CH2:26][CH2:25][CH2:24][CH2:23][C:22]3=[O:27])=[N:11][CH:10]=2)=[CH:4][CH:3]=1.[NH2:35][CH2:36][CH:37]([OH:39])[CH3:38]. (3) The reactants are: Cl[C:2]1[CH:3]=[CH:4][C:5]2[C:11](=[O:12])[NH:10][C:9]3[CH:13]=[C:14]([C:17]([OH:20])([CH3:19])[CH3:18])[CH:15]=[CH:16][C:8]=3[NH:7][C:6]=2[CH:21]=1.[NH2:22][C:23]1[CH:28]=[CH:27][N:26]=[CH:25][CH:24]=1.C([O-])([O-])=O.[Cs+].[Cs+]. Given the product [OH:20][C:17]([C:14]1[CH:15]=[CH:16][C:8]2[NH:7][C:6]3[CH:21]=[C:2]([NH:22][C:23]4[CH:28]=[CH:27][N:26]=[CH:25][CH:24]=4)[CH:3]=[CH:4][C:5]=3[C:11](=[O:12])[NH:10][C:9]=2[CH:13]=1)([CH3:19])[CH3:18], predict the reactants needed to synthesize it.